Dataset: Catalyst prediction with 721,799 reactions and 888 catalyst types from USPTO. Task: Predict which catalyst facilitates the given reaction. (1) Reactant: Br[C:2]1[NH:3][C:4]2[C:9]([C:10]=1[CH3:11])=[CH:8][CH:7]=[C:6]([Br:12])[CH:5]=2.S(=O)(=O)(O)[OH:14].O1CCOCC1. Product: [Br:12][C:6]1[CH:5]=[C:4]2[C:9]([CH:10]([CH3:11])[C:2](=[O:14])[NH:3]2)=[CH:8][CH:7]=1. The catalyst class is: 6. (2) Product: [NH2:1][C:2](=[S:29])[CH2:3][CH2:4][C:5]1[CH:10]=[CH:9][N:8]=[C:7]([NH:11][C:12](=[O:18])[O:13][C:14]([CH3:17])([CH3:16])[CH3:15])[CH:6]=1. Reactant: [NH2:1][C:2](=O)[CH2:3][CH2:4][C:5]1[CH:10]=[CH:9][N:8]=[C:7]([NH:11][C:12](=[O:18])[O:13][C:14]([CH3:17])([CH3:16])[CH3:15])[CH:6]=1.COC1C=CC(P2(SP(C3C=CC(OC)=CC=3)(=S)S2)=[S:29])=CC=1. The catalyst class is: 7.